This data is from Forward reaction prediction with 1.9M reactions from USPTO patents (1976-2016). The task is: Predict the product of the given reaction. (1) The product is: [CH3:15][O:14][C:10]([NH:11][N:12]=[C:7]([CH3:9])[CH:2]([CH3:16])[C:3]([O:5][CH3:6])=[O:4])=[O:13]. Given the reactants Cl[CH:2]([C:7]([CH3:9])=O)[C:3]([O:5][CH3:6])=[O:4].[C:10]([O:14][CH3:15])(=[O:13])[NH:11][NH2:12].[CH3:16]COCC, predict the reaction product. (2) Given the reactants [F:1][C:2]1[CH:19]=[CH:18][C:5]2[N+:6]([CH2:10][CH2:11][CH2:12][CH2:13][S:14]([O-:17])(=[O:16])=[O:15])=[C:7]([CH3:9])[O:8][C:4]=2[CH:3]=1.[Br-].[C:21]([CH2:24][C:25]1[CH:42]=[CH:41][C:28]([CH2:29][N+:30]2[C:34]3[CH:35]=[CH:36][C:37]([F:39])=[CH:38][C:33]=3[O:32][C:31]=2[CH3:40])=[CH:27][CH:26]=1)([OH:23])=[O:22].[CH:43](OCC)(OCC)OCC.CO, predict the reaction product. The product is: [C:21]([CH2:24][C:25]1[CH:42]=[CH:41][C:28]([CH2:29][N:30]2[C:34]3[CH:35]=[CH:36][C:37]([F:39])=[CH:38][C:33]=3[O:32]/[C:31]/2=[CH:40]\[CH:43]=[CH:9]\[C:7]2[O:8][C:4]3[CH:3]=[C:2]([F:1])[CH:19]=[CH:18][C:5]=3[N+:6]=2[CH2:10][CH2:11][CH2:12][CH2:13][S:14]([O-:17])(=[O:16])=[O:15])=[CH:27][CH:26]=1)([OH:23])=[O:22]. (3) Given the reactants F[C:2]1[CH:7]=[CH:6][CH:5]=[C:4]([F:8])[N:3]=1.[CH3:9][C:10]1([CH3:24])[C:14]([CH3:16])([CH3:15])[O:13][B:12]([C:17]2[CH:22]=[CH:21][C:20]([OH:23])=[CH:19][CH:18]=2)[O:11]1.C([O-])([O-])=O.[Cs+].[Cs+], predict the reaction product. The product is: [F:8][C:4]1[CH:5]=[CH:6][CH:7]=[C:2]([O:23][C:20]2[CH:19]=[CH:18][C:17]([B:12]3[O:13][C:14]([CH3:16])([CH3:15])[C:10]([CH3:24])([CH3:9])[O:11]3)=[CH:22][CH:21]=2)[N:3]=1. (4) Given the reactants [NH2:1][C:2]1[CH:7]=[CH:6][C:5]([S:8]([NH:11][C:12]2[CH:17]=[CH:16][CH:15]=[CH:14][C:13]=2[O:18][C:19]2[CH:24]=[CH:23][C:22]([Cl:25])=[CH:21][C:20]=2[Cl:26])(=[O:10])=[O:9])=[CH:4][CH:3]=1.[N:27]1[CH:32]=[C:31]([C:33](O)=[O:34])[CH:30]=[N:29][CH:28]=1.C(Cl)CCl.C(N(CC)CC)C.FC(F)(F)C(O)=O, predict the reaction product. The product is: [Cl:26][C:20]1[CH:21]=[C:22]([Cl:25])[CH:23]=[CH:24][C:19]=1[O:18][C:13]1[CH:14]=[CH:15][CH:16]=[CH:17][C:12]=1[NH:11][S:8]([C:5]1[CH:4]=[CH:3][C:2]([NH:1][C:33]([C:31]2[CH:32]=[N:27][CH:28]=[N:29][CH:30]=2)=[O:34])=[CH:7][CH:6]=1)(=[O:9])=[O:10]. (5) Given the reactants N1C=C[CH:3]=N1.[CH3:6][N:7]([C@@H:26]([C:28]1C=CC=C[CH:29]=1)C)[C:8](C1C(Br)=C(NC(=O)C2C=CC=CC=2Cl)NN=1)=[O:9].[Cl:34][C:35]1[CH:43]=[CH:42][CH:41]=[CH:40][C:36]=1[C:37](Cl)=[O:38].[N:44]1([CH2:49][CH2:50][NH:51][C:52]([C:54]2[C:58]([Br:59])=[C:57]([NH:60]C(=O)C3C=CC=CC=3Cl)[NH:56][N:55]=2)=[O:53])[CH2:48][CH2:47][CH2:46][CH2:45]1, predict the reaction product. The product is: [CH3:6][N:7]1[C:8](=[O:9])[C@H:50]([NH:51][C:52]([C:54]2[C:58]([Br:59])=[C:57]([NH:60][C:37](=[O:38])[C:36]3[CH:40]=[CH:41][CH:42]=[CH:43][C:35]=3[Cl:34])[N:56]([CH3:3])[N:55]=2)=[O:53])[CH2:49][N:44]([CH3:45])[C:48]2[CH:47]=[CH:46][CH:29]=[CH:28][C:26]1=2. (6) Given the reactants [N:1]1[CH:6]=[C:5]([CH2:7][O:8][C:9]2[CH:14]=[CH:13][C:12]([CH2:15][C:16]([O:18]C)=[O:17])=[CH:11][CH:10]=2)[CH:4]=[N:3][CH:2]=1.[ClH:20], predict the reaction product. The product is: [ClH:20].[N:1]1[CH:6]=[C:5]([CH2:7][O:8][C:9]2[CH:10]=[CH:11][C:12]([CH2:15][C:16]([OH:18])=[O:17])=[CH:13][CH:14]=2)[CH:4]=[N:3][CH:2]=1. (7) Given the reactants [C:1]([O:10][CH2:11][CH3:12])(=[O:9])[C:2]#[C:3][C:4]([O:6][CH2:7][CH3:8])=[O:5].CO/[CH:15]=[C:16](\[CH3:25])/[C:17](/[O:20][Si](C)(C)C)=[CH:18]/[CH3:19], predict the reaction product. The product is: [CH3:19][C:18]1[C:17]([OH:20])=[C:16]([CH3:25])[CH:15]=[C:2]([C:1]([O:10][CH2:11][CH3:12])=[O:9])[C:3]=1[C:4]([O:6][CH2:7][CH3:8])=[O:5].